Dataset: TCR-epitope binding with 47,182 pairs between 192 epitopes and 23,139 TCRs. Task: Binary Classification. Given a T-cell receptor sequence (or CDR3 region) and an epitope sequence, predict whether binding occurs between them. (1) The epitope is TLIGDCATV. The TCR CDR3 sequence is CASRTGLSGNTIYF. Result: 1 (the TCR binds to the epitope). (2) The epitope is TLIGDCATV. The TCR CDR3 sequence is CASRPAGGPHEQYF. Result: 1 (the TCR binds to the epitope).